Dataset: NCI-60 drug combinations with 297,098 pairs across 59 cell lines. Task: Regression. Given two drug SMILES strings and cell line genomic features, predict the synergy score measuring deviation from expected non-interaction effect. (1) Drug 1: CCCS(=O)(=O)NC1=C(C(=C(C=C1)F)C(=O)C2=CNC3=C2C=C(C=N3)C4=CC=C(C=C4)Cl)F. Drug 2: C1CCN(CC1)CCOC2=CC=C(C=C2)C(=O)C3=C(SC4=C3C=CC(=C4)O)C5=CC=C(C=C5)O. Cell line: U251. Synergy scores: CSS=10.0, Synergy_ZIP=-0.941, Synergy_Bliss=4.38, Synergy_Loewe=4.13, Synergy_HSA=4.05. (2) Drug 1: CC1=C(C=C(C=C1)NC(=O)C2=CC=C(C=C2)CN3CCN(CC3)C)NC4=NC=CC(=N4)C5=CN=CC=C5. Drug 2: CCCCC(=O)OCC(=O)C1(CC(C2=C(C1)C(=C3C(=C2O)C(=O)C4=C(C3=O)C=CC=C4OC)O)OC5CC(C(C(O5)C)O)NC(=O)C(F)(F)F)O. Cell line: MCF7. Synergy scores: CSS=42.9, Synergy_ZIP=5.27, Synergy_Bliss=5.96, Synergy_Loewe=-7.43, Synergy_HSA=-0.426. (3) Drug 1: C1CC(=O)NC(=O)C1N2C(=O)C3=CC=CC=C3C2=O. Drug 2: COCCOC1=C(C=C2C(=C1)C(=NC=N2)NC3=CC=CC(=C3)C#C)OCCOC.Cl. Cell line: OVCAR-5. Synergy scores: CSS=0.317, Synergy_ZIP=0.672, Synergy_Bliss=-1.17, Synergy_Loewe=-6.84, Synergy_HSA=-3.50. (4) Drug 1: C1CC(C1)(C(=O)O)C(=O)O.[NH2-].[NH2-].[Pt+2]. Drug 2: CCCCCOC(=O)NC1=NC(=O)N(C=C1F)C2C(C(C(O2)C)O)O. Cell line: UO-31. Synergy scores: CSS=0.986, Synergy_ZIP=-1.60, Synergy_Bliss=-3.16, Synergy_Loewe=-4.30, Synergy_HSA=-3.62. (5) Drug 1: CC1=C(C(CCC1)(C)C)C=CC(=CC=CC(=CC(=O)O)C)C. Drug 2: CCC1(C2=C(COC1=O)C(=O)N3CC4=CC5=C(C=CC(=C5CN(C)C)O)N=C4C3=C2)O.Cl. Cell line: NCI-H322M. Synergy scores: CSS=9.41, Synergy_ZIP=-2.76, Synergy_Bliss=-0.867, Synergy_Loewe=-2.51, Synergy_HSA=-2.36. (6) Drug 1: CC1C(C(CC(O1)OC2CC(CC3=C2C(=C4C(=C3O)C(=O)C5=C(C4=O)C(=CC=C5)OC)O)(C(=O)C)O)N)O.Cl. Drug 2: C1=CC=C(C=C1)NC(=O)CCCCCCC(=O)NO. Cell line: SK-MEL-2. Synergy scores: CSS=16.3, Synergy_ZIP=-8.34, Synergy_Bliss=-4.70, Synergy_Loewe=-9.09, Synergy_HSA=-3.50.